Dataset: Reaction yield outcomes from USPTO patents with 853,638 reactions. Task: Predict the reaction yield, written as a fraction of the theoretical maximum amount of product (1.0 means a 100% yield; for example, 0.34 means a 34% yield). (1) The reactants are [H-].[Na+].[Cl:3][C:4]1[N:9]=[CH:8][C:7]([C:10]2[NH:14][C:13]([C@@H:15]3[CH2:19][CH2:18][CH2:17][N:16]3[C:20]([O:22][C:23]([CH3:26])([CH3:25])[CH3:24])=[O:21])=[N:12][CH:11]=2)=[CH:6][N:5]=1.[CH3:27][Si:28]([CH2:31][CH2:32][O:33][CH2:34]Cl)([CH3:30])[CH3:29]. The catalyst is CN(C=O)C. The product is [Cl:3][C:4]1[N:9]=[CH:8][C:7]([C:10]2[N:14]([CH2:34][O:33][CH2:32][CH2:31][Si:28]([CH3:30])([CH3:29])[CH3:27])[C:13]([C@@H:15]3[CH2:19][CH2:18][CH2:17][N:16]3[C:20]([O:22][C:23]([CH3:26])([CH3:25])[CH3:24])=[O:21])=[N:12][CH:11]=2)=[CH:6][N:5]=1. The yield is 0.850. (2) The reactants are [C:1]([O-:4])(=O)[CH3:2].[In+3].C([O-])(=O)C.C([O-])(=O)C.C([O-])(=O)C.[Sn+4].C([O-])(=O)C.C([O-])(=O)C.C([O-])(=O)C.[C:31](O)(=O)[CH2:32][CH2:33][CH2:34][CH2:35][CH2:36][CH2:37][CH2:38]/[CH:39]=[CH:40]\[CH2:41][CH2:42][CH2:43][CH2:44][CH2:45][CH2:46]CC. The catalyst is C([O-])(=O)C.[Fe+2].C([O-])(=O)C.C([O-])(=O)C.[Co+2].C([O-])(=O)C.C([O-])(=O)C.[Zn+2].C([O-])(=O)C.C([O-])(=O)C.[Mn+2].C([O-])(=O)C. The product is [CH2:1]([OH:4])[CH2:2][CH2:31][CH2:32][CH2:33][CH2:34][CH2:35][CH2:36]/[CH:37]=[CH:38]\[CH2:39][CH2:40][CH2:41][CH2:42][CH2:43][CH2:44][CH2:45][CH3:46]. The yield is 0.850. (3) The reactants are [CH2:1]([N:5]([CH2:36][CH2:37][CH2:38][CH3:39])[C:6]([C:8]1[N:13]=[C:12]([C:14]2[CH:23]=[CH:22][C:17]([C:18]([O:20]C)=[O:19])=[CH:16][C:15]=2[C:24]([N:26]2[CH2:35][CH2:34][C:33]3[C:28](=[CH:29][CH:30]=[CH:31][CH:32]=3)[CH2:27]2)=[O:25])[CH:11]=[CH:10][CH:9]=1)=[O:7])[CH2:2][CH2:3][CH3:4].[OH-].[Na+].Cl. The catalyst is C1COCC1.CO. The product is [CH2:1]([N:5]([CH2:36][CH2:37][CH2:38][CH3:39])[C:6]([C:8]1[N:13]=[C:12]([C:14]2[CH:23]=[CH:22][C:17]([C:18]([OH:20])=[O:19])=[CH:16][C:15]=2[C:24]([N:26]2[CH2:35][CH2:34][C:33]3[C:28](=[CH:29][CH:30]=[CH:31][CH:32]=3)[CH2:27]2)=[O:25])[CH:11]=[CH:10][CH:9]=1)=[O:7])[CH2:2][CH2:3][CH3:4]. The yield is 0.950. (4) The reactants are [C:1]1(=[O:7])[CH2:6][CH2:5][CH2:4][CH2:3][CH2:2]1.O[C:9]1[CH:14]=[CH:13][C:12]([C:15]([C:17]2[CH:26]=[CH:25][C:20]([C:21]([O:23][CH3:24])=[O:22])=[CH:19][CH:18]=2)=O)=[CH:11][CH:10]=1. The catalyst is C1COCC1.[Zn].Cl[Ti](Cl)(Cl)Cl. The product is [C:12]1(=[C:15]([C:4]2[CH:5]=[CH:6][C:1]([OH:7])=[CH:2][CH:3]=2)[C:17]2[CH:18]=[CH:19][C:20]([C:21]([O:23][CH3:24])=[O:22])=[CH:25][CH:26]=2)[CH2:11][CH2:10][CH2:9][CH2:14][CH2:13]1. The yield is 0.700. (5) The reactants are [NH:1]1[CH2:4][CH:3]([NH:5][C:6](=[O:37])[C:7]2[CH:12]=[C:11]([O:13][CH3:14])[C:10]([NH:15][C:16]3[N:17]=[CH:18][C:19]4[N:25]([CH3:26])[C:24](=[O:27])[C:23]([F:29])([F:28])[CH2:22][N:21]([CH:30]5[CH2:34][CH2:33][CH2:32][CH2:31]5)[C:20]=4[N:35]=3)=[CH:9][C:8]=2F)[CH2:2]1.CCN(C(C)C)C(C)C.[CH3:47][S:48](Cl)(=[O:50])=[O:49]. The catalyst is C(Cl)Cl. The product is [CH:30]1([N:21]2[CH2:22][C:23]([F:28])([F:29])[C:24](=[O:27])[N:25]([CH3:26])[C:19]3[CH:18]=[N:17][C:16]([NH:15][C:10]4[CH:9]=[CH:8][C:7]([C:6]([NH:5][CH:3]5[CH2:4][N:1]([S:48]([CH3:47])(=[O:50])=[O:49])[CH2:2]5)=[O:37])=[CH:12][C:11]=4[O:13][CH3:14])=[N:35][C:20]2=3)[CH2:34][CH2:33][CH2:32][CH2:31]1. The yield is 0.0900. (6) The reactants are [Cl:1][C:2]1[CH:7]=[CH:6][C:5]([CH3:8])=[CH:4][C:3]=1[NH:9][C:10]1[N:15]2[N:16]=[CH:17][C:18]([C:19]([O:21][CH2:22][CH3:23])=[O:20])=[C:14]2[N:13]=[CH:12][C:11]=1[C:24]([OH:26])=O.[C:27]1([CH:33]2[CH2:38][CH2:37][NH:36][CH2:35][CH2:34]2)[CH:32]=[CH:31][CH:30]=[CH:29][CH:28]=1. No catalyst specified. The yield is 0.840. The product is [Cl:1][C:2]1[CH:7]=[CH:6][C:5]([CH3:8])=[CH:4][C:3]=1[NH:9][C:10]1[N:15]2[N:16]=[CH:17][C:18]([C:19]([O:21][CH2:22][CH3:23])=[O:20])=[C:14]2[N:13]=[CH:12][C:11]=1[C:24]([N:36]1[CH2:37][CH2:38][CH:33]([C:27]2[CH:32]=[CH:31][CH:30]=[CH:29][CH:28]=2)[CH2:34][CH2:35]1)=[O:26]. (7) The reactants are FC(F)(F)S([O:6][S:7]([C:10]([F:13])([F:12])[F:11])(=[O:9])=[O:8])(=O)=O.[CH2:16]([O:18][C:19]([C:21]1[C:22](O)=[N:23][C:24]2[C:29]([C:30]=1[CH3:31])=[CH:28][CH:27]=[C:26]([C:32]([F:35])([F:34])[F:33])[CH:25]=2)=[O:20])[CH3:17].CCN(CC)CC. The catalyst is C(Cl)Cl. The product is [CH2:16]([O:18][C:19]([C:21]1[C:22]([O:6][S:7]([C:10]([F:11])([F:12])[F:13])(=[O:8])=[O:9])=[N:23][C:24]2[C:29]([C:30]=1[CH3:31])=[CH:28][CH:27]=[C:26]([C:32]([F:35])([F:33])[F:34])[CH:25]=2)=[O:20])[CH3:17]. The yield is 0.920. (8) The catalyst is CC(=O)CC. The reactants are [Br:1][C:2]1[CH:7]=[CH:6][C:5]([C:8]2[CH:13]=[CH:12][C:11]([OH:14])=[CH:10][CH:9]=2)=[CH:4][CH:3]=1.Br[CH2:16][CH2:17][CH2:18][CH2:19][CH2:20][CH2:21][CH2:22][CH3:23].C(=O)([O-])[O-].[K+].[K+]. The product is [Br:1][C:2]1[CH:3]=[CH:4][C:5]([C:8]2[CH:13]=[CH:12][C:11]([O:14][CH2:16][CH2:17][CH2:18][CH2:19][CH2:20][CH2:21][CH2:22][CH3:23])=[CH:10][CH:9]=2)=[CH:6][CH:7]=1. The yield is 0.660. (9) The reactants are C([O:3][C:4]([C:6]1[S:7][CH:8]=[C:9]([C:11]2[CH:16]=[CH:15][CH:14]=[CH:13][CH:12]=2)[N:10]=1)=[O:5])C.O1CCCC1.CO.[H-].[OH-].[Li+]. The yield is 0.540. The product is [C:11]1([C:9]2[N:10]=[C:6]([C:4]([OH:5])=[O:3])[S:7][CH:8]=2)[CH:12]=[CH:13][CH:14]=[CH:15][CH:16]=1. The catalyst is O. (10) The reactants are [NH2:1][C:2]1[C:10]([N+:11]([O-:13])=[O:12])=[CH:9][CH:8]=[C:7](F)[C:3]=1[C:4]([OH:6])=[O:5].[CH3:15][O-:16].[Na+]. The catalyst is CO. The product is [NH2:1][C:2]1[C:10]([N+:11]([O-:13])=[O:12])=[CH:9][CH:8]=[C:7]([O:16][CH3:15])[C:3]=1[C:4]([OH:6])=[O:5]. The yield is 0.830.